Predict the reactants needed to synthesize the given product. From a dataset of Full USPTO retrosynthesis dataset with 1.9M reactions from patents (1976-2016). (1) Given the product [Cl:1][C:2]1[C:6]([S:7](=[O:18])(=[O:17])[NH:8][C:9]2([C:13]([F:14])([F:15])[F:16])[CH2:10][CH2:11][CH2:12]2)=[CH:5][N:4]([CH3:19])[C:3]=1[C:20]([NH:28][C:27]1[CH:29]=[CH:30][C:31]([F:32])=[C:25]([Cl:24])[CH:26]=1)=[O:21], predict the reactants needed to synthesize it. The reactants are: [Cl:1][C:2]1[C:6]([S:7](=[O:18])(=[O:17])[NH:8][C:9]2([C:13]([F:16])([F:15])[F:14])[CH2:12][CH2:11][CH2:10]2)=[CH:5][N:4]([CH3:19])[C:3]=1[C:20](OC)=[O:21].[Cl:24][C:25]1[CH:26]=[C:27]([CH:29]=[CH:30][C:31]=1[F:32])[NH2:28].C[Si]([N-][Si](C)(C)C)(C)C.[Li+]. (2) Given the product [Br:1][C:2]1[CH:9]=[CH:8][C:7]([O:10][Si:11]([C:24]([CH3:25])([CH3:26])[CH3:27])([C:12]2[CH:13]=[CH:14][CH:15]=[CH:16][CH:17]=2)[C:18]2[CH:23]=[CH:22][CH:21]=[CH:20][CH:19]=2)=[CH:6][C:3]=1[CH2:4][OH:5], predict the reactants needed to synthesize it. The reactants are: [Br:1][C:2]1[CH:9]=[CH:8][C:7]([O:10][Si:11]([C:24]([CH3:27])([CH3:26])[CH3:25])([C:18]2[CH:23]=[CH:22][CH:21]=[CH:20][CH:19]=2)[C:12]2[CH:17]=[CH:16][CH:15]=[CH:14][CH:13]=2)=[CH:6][C:3]=1[CH:4]=[O:5].[BH4-].[Na+]. (3) Given the product [CH:28]1([N:14]([CH:11]2[CH2:12][CH2:13][NH:8][CH2:9][CH2:10]2)[C:15]([C:17]2[CH:22]=[N:21][C:20]([N:23]3[CH:27]=[CH:26][N:25]=[CH:24]3)=[N:19][CH:18]=2)=[O:16])[CH2:29][CH2:30]1, predict the reactants needed to synthesize it. The reactants are: C(OC([N:8]1[CH2:13][CH2:12][CH:11]([N:14]([CH:28]2[CH2:30][CH2:29]2)[C:15]([C:17]2[CH:18]=[N:19][C:20]([N:23]3[CH:27]=[CH:26][N:25]=[CH:24]3)=[N:21][CH:22]=2)=[O:16])[CH2:10][CH2:9]1)=O)(C)(C)C.FC(F)(F)C(O)=O. (4) Given the product [CH2:28]([O:20][C:17]1[CH:18]=[C:19]2[C:14](=[CH:15][CH:16]=1)[NH:13][CH:12]=[C:11]2/[C:3](=[CH:4]/[C:5]1[CH:6]=[N:7][CH:8]=[CH:9][CH:10]=1)/[C:1]#[N:2])[CH3:29], predict the reactants needed to synthesize it. The reactants are: [C:1]([C:3]([C:11]1[C:19]2[C:14](=[CH:15][CH:16]=[C:17]([OH:20])[CH:18]=2)[N:13](C(OC(C)(C)C)=O)[CH:12]=1)=[CH:4][C:5]1[CH:6]=[N:7][CH:8]=[CH:9][CH:10]=1)#[N:2].[CH2:28](I)[CH3:29].C(=O)([O-])[O-].[K+].[K+].C[O-].[Na+]. (5) Given the product [CH3:14][N:5]1[C:6]([O:7][C:8]2[CH:13]=[CH:12][CH:11]=[CH:10][CH:9]=2)=[C:2]([B:20]([OH:25])[OH:21])[CH:3]=[N:4]1, predict the reactants needed to synthesize it. The reactants are: I[C:2]1[CH:3]=[N:4][N:5]([CH3:14])[C:6]=1[O:7][C:8]1[CH:13]=[CH:12][CH:11]=[CH:10][CH:9]=1.[Li]CCCC.[B:20](OC(C)C)([O:25]C(C)C)[O:21]C(C)C. (6) Given the product [NH2:1][C:2]1[C:3]2[N:4]([C:8]([C@@H:29]3[CH2:33][CH2:32][CH2:31][N:30]3[C:39](=[O:40])/[CH:38]=[CH:37]/[CH2:36][O:35][CH3:34])=[N:9][C:10]=2[C:11]2[CH:12]=[CH:13][C:14]([C:15]([NH:17][C:18]3[CH:23]=[C:22]([CH2:24][CH2:25][CH3:26])[CH:21]=[CH:20][N:19]=3)=[O:16])=[CH:27][CH:28]=2)[CH:5]=[CH:6][N:7]=1, predict the reactants needed to synthesize it. The reactants are: [NH2:1][C:2]1[C:3]2[N:4]([C:8]([C@@H:29]3[CH2:33][CH2:32][CH2:31][NH:30]3)=[N:9][C:10]=2[C:11]2[CH:28]=[CH:27][C:14]([C:15]([NH:17][C:18]3[CH:23]=[C:22]([CH2:24][CH2:25][CH3:26])[CH:21]=[CH:20][N:19]=3)=[O:16])=[CH:13][CH:12]=2)[CH:5]=[CH:6][N:7]=1.[CH3:34][O:35][CH2:36]/[CH:37]=[CH:38]/[C:39](O)=[O:40]. (7) Given the product [CH2:28]([C:25]1[S:26][CH:27]=[C:23]([C@@H:10]([NH:9][C:7](=[O:8])[C@@H:6]([NH:5][C:3](=[O:4])[O:2][CH3:1])[CH2:30][C:31]2[CH:36]=[CH:35][CH:34]=[CH:33][CH:32]=2)[CH2:11][C:12]2[CH:17]=[CH:16][C:15]([N+:18]([O-:40])=[O:38])=[CH:14][CH:13]=2)[N:24]=1)[CH3:29], predict the reactants needed to synthesize it. The reactants are: [CH3:1][O:2][C:3]([NH:5][C@@H:6]([CH2:30][C:31]1[CH:36]=[CH:35][CH:34]=[CH:33][CH:32]=1)[C:7]([NH:9][C@H:10]([C:23]1[N:24]=[C:25]([CH2:28][CH3:29])[S:26][CH:27]=1)[CH2:11][C:12]1[CH:17]=[CH:16][C:15]([NH:18]S(=O)(=O)O)=[CH:14][CH:13]=1)=[O:8])=[O:4].[NH4+].[OH-:38].C[OH:40].